Dataset: M1 muscarinic receptor agonist screen with 61,833 compounds. Task: Binary Classification. Given a drug SMILES string, predict its activity (active/inactive) in a high-throughput screening assay against a specified biological target. The molecule is o1c(NCc2occc2)c(nc1c1occc1)C#N. The result is 0 (inactive).